Dataset: NCI-60 drug combinations with 297,098 pairs across 59 cell lines. Task: Regression. Given two drug SMILES strings and cell line genomic features, predict the synergy score measuring deviation from expected non-interaction effect. (1) Drug 1: CC1C(C(CC(O1)OC2CC(CC3=C2C(=C4C(=C3O)C(=O)C5=C(C4=O)C(=CC=C5)OC)O)(C(=O)C)O)N)O.Cl. Drug 2: C1=C(C(=O)NC(=O)N1)N(CCCl)CCCl. Cell line: NCI-H322M. Synergy scores: CSS=0.897, Synergy_ZIP=0.947, Synergy_Bliss=0.719, Synergy_Loewe=-4.97, Synergy_HSA=-1.09. (2) Drug 1: CC1=C2C(C(=O)C3(C(CC4C(C3C(C(C2(C)C)(CC1OC(=O)C(C(C5=CC=CC=C5)NC(=O)OC(C)(C)C)O)O)OC(=O)C6=CC=CC=C6)(CO4)OC(=O)C)OC)C)OC. Drug 2: C(CC(=O)O)C(=O)CN.Cl. Synergy scores: CSS=37.0, Synergy_ZIP=1.06, Synergy_Bliss=0.797, Synergy_Loewe=-23.5, Synergy_HSA=0.713. Cell line: ACHN. (3) Drug 1: CC1=C(N=C(N=C1N)C(CC(=O)N)NCC(C(=O)N)N)C(=O)NC(C(C2=CN=CN2)OC3C(C(C(C(O3)CO)O)O)OC4C(C(C(C(O4)CO)O)OC(=O)N)O)C(=O)NC(C)C(C(C)C(=O)NC(C(C)O)C(=O)NCCC5=NC(=CS5)C6=NC(=CS6)C(=O)NCCC[S+](C)C)O. Drug 2: C1CCC(C(C1)N)N.C(=O)(C(=O)[O-])[O-].[Pt+4]. Cell line: SK-OV-3. Synergy scores: CSS=10.1, Synergy_ZIP=-0.913, Synergy_Bliss=4.33, Synergy_Loewe=0.0567, Synergy_HSA=3.47. (4) Drug 2: C1C(C(OC1N2C=C(C(=O)NC2=O)F)CO)O. Drug 1: CC12CCC3C(C1CCC2=O)CC(=C)C4=CC(=O)C=CC34C. Cell line: TK-10. Synergy scores: CSS=69.1, Synergy_ZIP=4.24, Synergy_Bliss=3.06, Synergy_Loewe=-9.31, Synergy_HSA=5.84. (5) Drug 1: CN(CC1=CN=C2C(=N1)C(=NC(=N2)N)N)C3=CC=C(C=C3)C(=O)NC(CCC(=O)O)C(=O)O. Drug 2: C1C(C(OC1N2C=NC(=NC2=O)N)CO)O. Cell line: SK-OV-3. Synergy scores: CSS=20.0, Synergy_ZIP=-3.06, Synergy_Bliss=-0.0716, Synergy_Loewe=-24.0, Synergy_HSA=-5.32. (6) Drug 1: CCC1=C2CN3C(=CC4=C(C3=O)COC(=O)C4(CC)O)C2=NC5=C1C=C(C=C5)O. Drug 2: C1=NC(=NC(=O)N1C2C(C(C(O2)CO)O)O)N. Cell line: NCI-H322M. Synergy scores: CSS=18.3, Synergy_ZIP=2.64, Synergy_Bliss=10.7, Synergy_Loewe=4.78, Synergy_HSA=5.73. (7) Drug 1: CCCCC(=O)OCC(=O)C1(CC(C2=C(C1)C(=C3C(=C2O)C(=O)C4=C(C3=O)C=CC=C4OC)O)OC5CC(C(C(O5)C)O)NC(=O)C(F)(F)F)O. Drug 2: N.N.Cl[Pt+2]Cl. Cell line: PC-3. Synergy scores: CSS=68.3, Synergy_ZIP=-6.59, Synergy_Bliss=-2.18, Synergy_Loewe=-0.688, Synergy_HSA=3.39. (8) Drug 1: C1CCN(CC1)CCOC2=CC=C(C=C2)C(=O)C3=C(SC4=C3C=CC(=C4)O)C5=CC=C(C=C5)O. Drug 2: C1=NC2=C(N1)C(=S)N=CN2. Cell line: CAKI-1. Synergy scores: CSS=6.32, Synergy_ZIP=-2.41, Synergy_Bliss=-2.00, Synergy_Loewe=0.339, Synergy_HSA=-0.338. (9) Drug 1: CC1=C(N=C(N=C1N)C(CC(=O)N)NCC(C(=O)N)N)C(=O)NC(C(C2=CN=CN2)OC3C(C(C(C(O3)CO)O)O)OC4C(C(C(C(O4)CO)O)OC(=O)N)O)C(=O)NC(C)C(C(C)C(=O)NC(C(C)O)C(=O)NCCC5=NC(=CS5)C6=NC(=CS6)C(=O)NCCC[S+](C)C)O. Drug 2: CN(C(=O)NC(C=O)C(C(C(CO)O)O)O)N=O. Cell line: SK-MEL-5. Synergy scores: CSS=25.4, Synergy_ZIP=-5.89, Synergy_Bliss=5.07, Synergy_Loewe=-54.2, Synergy_HSA=4.07.